From a dataset of Full USPTO retrosynthesis dataset with 1.9M reactions from patents (1976-2016). Predict the reactants needed to synthesize the given product. (1) Given the product [B:13]([CH2:18][CH2:19][CH2:20][CH3:21])([CH2:22][CH2:23][CH2:24][CH3:25])[CH2:14][CH2:15][CH2:16][CH3:17].[O:26]=[O:27], predict the reactants needed to synthesize it. The reactants are: C[SiH](C)CCC(F)(C=C)C(F)F.[B:13]([CH2:22][CH2:23][CH2:24][CH3:25])([CH2:18][CH2:19][CH2:20][CH3:21])[CH2:14][CH2:15][CH2:16][CH3:17].[O:26]=[O:27]. (2) Given the product [Si:1]([O:8][CH2:9][CH2:10][N:11]1[C:12]2[C:13]3[CH:34]=[CH:33][N:32]([S:35]([C:38]4[CH:43]=[CH:42][CH:41]=[CH:40][CH:39]=4)(=[O:37])=[O:36])[C:14]=3[N:15]=[CH:16][C:17]=2[CH2:18][N:19]([C:20]2[C:21]([F:31])=[C:22]([O:29][CH3:30])[CH:23]=[C:24]([O:27][CH3:28])[C:25]=2[F:26])[C:52]1=[O:54])([C:4]([CH3:7])([CH3:5])[CH3:6])([CH3:2])[CH3:3], predict the reactants needed to synthesize it. The reactants are: [Si:1]([O:8][CH2:9][CH2:10][NH:11][C:12]1[C:13]2[CH:34]=[CH:33][N:32]([S:35]([C:38]3[CH:43]=[CH:42][CH:41]=[CH:40][CH:39]=3)(=[O:37])=[O:36])[C:14]=2[N:15]=[CH:16][C:17]=1[CH2:18][NH:19][C:20]1[C:25]([F:26])=[C:24]([O:27][CH3:28])[CH:23]=[C:22]([O:29][CH3:30])[C:21]=1[F:31])([C:4]([CH3:7])([CH3:6])[CH3:5])([CH3:3])[CH3:2].C(N(CC)CC)C.Cl[C:52](Cl)([O:54]C(=O)OC(Cl)(Cl)Cl)Cl. (3) Given the product [F:33][C:32]([F:35])([F:34])[C:29]1[CH:28]=[CH:27][C:26]([CH2:25][O:24][N:23]=[C:21]([C:18]2[CH:19]=[CH:20][C:15]([O:14][CH2:13][C:12]3[NH:36][C:8](=[O:9])[O:10][N:11]=3)=[CH:16][CH:17]=2)[CH3:22])=[CH:31][CH:30]=1, predict the reactants needed to synthesize it. The reactants are: O([C:8]([O:10][NH:11][C:12](=[NH:36])[CH2:13][O:14][C:15]1[CH:20]=[CH:19][C:18]([C:21](=[N:23][O:24][CH2:25][C:26]2[CH:31]=[CH:30][C:29]([C:32]([F:35])([F:34])[F:33])=[CH:28][CH:27]=2)[CH3:22])=[CH:17][CH:16]=1)=[O:9])C1C=CC=CC=1.